From a dataset of Full USPTO retrosynthesis dataset with 1.9M reactions from patents (1976-2016). Predict the reactants needed to synthesize the given product. (1) Given the product [F:1][C:2]1[CH:32]=[CH:31][CH:30]=[CH:29][C:3]=1[O:4][CH2:5][CH2:6][CH2:7][O:8][C:9]1[CH:10]=[CH:11][C:12]([CH:15]2[CH2:20][CH2:19][N:18]([C:21]([O:23][C:24]([CH3:27])([CH3:26])[CH3:25])=[O:22])[CH2:17][CH:16]2[O:28][CH2:34][C:35]2[CH:36]=[CH:37][C:38]3[O:43][CH2:42][C:41](=[O:44])[N:40]([CH2:45][CH2:46][CH2:47][O:48][CH3:49])[C:39]=3[CH:50]=2)=[CH:13][CH:14]=1, predict the reactants needed to synthesize it. The reactants are: [F:1][C:2]1[CH:32]=[CH:31][CH:30]=[CH:29][C:3]=1[O:4][CH2:5][CH2:6][CH2:7][O:8][C:9]1[CH:14]=[CH:13][C:12]([CH:15]2[CH2:20][CH2:19][N:18]([C:21]([O:23][C:24]([CH3:27])([CH3:26])[CH3:25])=[O:22])[CH2:17][CH:16]2[OH:28])=[CH:11][CH:10]=1.Cl[CH2:34][C:35]1[CH:36]=[CH:37][C:38]2[O:43][CH2:42][C:41](=[O:44])[N:40]([CH2:45][CH2:46][CH2:47][O:48][CH3:49])[C:39]=2[CH:50]=1. (2) Given the product [N:37]1[CH:38]=[CH:39][CH:40]=[C:35]([C:32]2[CH2:31][C@@H:30]([C:28]([NH:27][C:24]3[CH:25]=[CH:26][C:21]([CH:20]([N:10]([C:3]([O:5][C:6]([CH3:8])([CH3:9])[CH3:7])=[O:4])[C:11](=[O:12])[O:13][C:14]([CH3:17])([CH3:16])[CH3:15])[C:41]4[CH:46]=[CH:45][CH:44]=[CH:43][CH:42]=4)=[CH:22][CH:23]=3)=[O:29])[O:34][N:33]=2)[CH:36]=1, predict the reactants needed to synthesize it. The reactants are: [H-].[Na+].[C:3]([NH:10][C:11]([O:13][C:14]([CH3:17])([CH3:16])[CH3:15])=[O:12])([O:5][C:6]([CH3:9])([CH3:8])[CH3:7])=[O:4].Cl.Cl[CH:20]([C:41]1[CH:46]=[CH:45][CH:44]=[CH:43][CH:42]=1)[C:21]1[CH:26]=[CH:25][C:24]([NH:27][C:28]([C@H:30]2[O:34][N:33]=[C:32]([C:35]3[CH:36]=[N:37][CH:38]=[CH:39][CH:40]=3)[CH2:31]2)=[O:29])=[CH:23][CH:22]=1. (3) The reactants are: Cl[C:2]1[N:7]=[C:6]2[NH:8][N:9]=[C:10]([C:11]3[CH:16]=[CH:15][N:14]=[C:13]([S:17][CH3:18])[N:12]=3)[C:5]2=[CH:4][N:3]=1.[NH2:19][CH2:20][CH:21]1[CH2:26][CH2:25][N:24]([C:27]([O:29][C:30]([CH3:33])([CH3:32])[CH3:31])=[O:28])[CH2:23][CH2:22]1.C(N(CC)CC)C. Given the product [C:30]([O:29][C:27]([N:24]1[CH2:25][CH2:26][CH:21]([CH2:20][NH:19][C:2]2[N:7]=[C:6]3[NH:8][N:9]=[C:10]([C:11]4[CH:16]=[CH:15][N:14]=[C:13]([S:17][CH3:18])[N:12]=4)[C:5]3=[CH:4][N:3]=2)[CH2:22][CH2:23]1)=[O:28])([CH3:33])([CH3:32])[CH3:31], predict the reactants needed to synthesize it. (4) Given the product [C:47]1([CH:40]([C:41]2[CH:42]=[CH:43][CH:44]=[CH:45][CH:46]=2)[CH2:39][NH:38][C:34]2[N:33]=[C:32]([C:53]([NH:55][CH2:56][CH2:57][N:58]3[CH2:63][CH2:62][CH2:61][CH2:60][CH2:59]3)=[O:54])[N:31]=[C:30]3[C:35]=2[N:36]=[CH:37][N:29]3[C@H:11]2[C@H:10]([OH:9])[C@H:14]([OH:15])[C@@H:13]([C:24]([NH:26][CH2:27][CH3:28])=[O:25])[O:12]2)[CH:48]=[CH:49][CH:50]=[CH:51][CH:52]=1, predict the reactants needed to synthesize it. The reactants are: C([O:9][C@@H:10]1[C@@H:14]([O:15]C(=O)C2C=CC=CC=2)[C@@H:13]([C:24]([NH:26][CH2:27][CH3:28])=[O:25])[O:12][C@H:11]1[N:29]1[CH:37]=[N:36][C:35]2[C:30]1=[N:31][C:32]([C:53]([NH:55][CH2:56][CH2:57][N:58]1[CH2:63][CH2:62][CH2:61][CH2:60][CH2:59]1)=[O:54])=[N:33][C:34]=2[NH:38][CH2:39][CH:40]([C:47]1[CH:52]=[CH:51][CH:50]=[CH:49][CH:48]=1)[C:41]1[CH:46]=[CH:45][CH:44]=[CH:43][CH:42]=1)(=O)C1C=CC=CC=1.C(=O)([O-])[O-].[K+].[K+].